From a dataset of Full USPTO retrosynthesis dataset with 1.9M reactions from patents (1976-2016). Predict the reactants needed to synthesize the given product. (1) Given the product [CH2:1]([O:3][C:4]([C:6]1[C:7]([CH3:23])=[C:8]([C:16]([O:18][C:19]([CH3:22])([CH3:21])[CH3:20])=[O:17])[NH:9][C:10]=1[CH2:11][CH2:12][CH2:13][CH2:14][N:26]([CH2:27][CH3:28])[CH2:24][CH3:25])=[O:5])[CH3:2], predict the reactants needed to synthesize it. The reactants are: [CH2:1]([O:3][C:4]([C:6]1[C:7]([CH3:23])=[C:8]([C:16]([O:18][C:19]([CH3:22])([CH3:21])[CH3:20])=[O:17])[NH:9][C:10]=1[CH2:11][CH2:12][CH2:13][CH2:14]Br)=[O:5])[CH3:2].[CH2:24]([N:26](CC)[CH2:27][CH2:28]N)[CH3:25]. (2) Given the product [Br:1][C:2]1[O:6][C:5]([CH2:7][NH:13][CH2:9][CH:10]([CH3:12])[CH3:11])=[CH:4][CH:3]=1, predict the reactants needed to synthesize it. The reactants are: [Br:1][C:2]1[O:6][C:5]([CH:7]=O)=[CH:4][CH:3]=1.[CH2:9]([NH2:13])[CH:10]([CH3:12])[CH3:11].[BH4-].[Na+].